Dataset: Forward reaction prediction with 1.9M reactions from USPTO patents (1976-2016). Task: Predict the product of the given reaction. (1) Given the reactants [CH:1]1([C:4]2[CH:11]=[CH:10][C:9]([CH2:12][O:13][CH3:14])=[CH:8][C:5]=2[C:6]#[N:7])[CH2:3][CH2:2]1.[CH3:15][Mg]I.[H-].[H-].[H-].[H-].[Li+].[Al+3].C1(C2C=CC(COC)=CC=2CN)CC1, predict the reaction product. The product is: [CH:1]1([C:4]2[CH:11]=[CH:10][C:9]([CH2:12][O:13][CH3:14])=[CH:8][C:5]=2[CH:6]([NH2:7])[CH3:15])[CH2:2][CH2:3]1. (2) Given the reactants C(OC1C=CC(OC(CO)CO)=NC=1)C1C=CC=CC=1.C(OC(OCC)CCCNC(=O)C)C.[CH2:35]([O:42][C:43]1[CH:44]=[CH:45][C:46]([O:49][C@H:50]2[CH2:55][O:54][C@@H:53]([CH2:56][CH2:57][CH2:58][NH:59][C:60](=[O:62])[CH3:61])[O:52][CH2:51]2)=[N:47][CH:48]=1)[C:36]1[CH:41]=[CH:40][CH:39]=[CH:38][CH:37]=1.C(OC1C=CC(O[C@@H]2CO[C@@H](CCCNC(=O)C)OC2)=NC=1)C1C=CC=CC=1, predict the reaction product. The product is: [CH2:35]([O:42][C:43]1[CH:44]=[CH:45][C:46]([O:49][CH:50]2[CH2:55][O:54][CH:53]([CH2:56][CH2:57][CH2:58][NH:59][C:60](=[O:62])[CH3:61])[O:52][CH2:51]2)=[N:47][CH:48]=1)[C:36]1[CH:37]=[CH:38][CH:39]=[CH:40][CH:41]=1. (3) The product is: [C:20]([C:17]1[CH:18]=[CH:19][C:14]([N:2]2[CH:3]=[C:4]3[C:9]([C:8]([C:10]([NH2:12])=[O:11])=[CH:7][CH:6]=[CH:5]3)=[N:1]2)=[CH:15][CH:16]=1)(=[O:22])[CH3:21]. Given the reactants [NH:1]1[C:9]2[C:4](=[CH:5][CH:6]=[CH:7][C:8]=2[C:10]([NH2:12])=[O:11])[CH:3]=[N:2]1.F[C:14]1[CH:19]=[CH:18][C:17]([C:20](=[O:22])[CH3:21])=[CH:16][CH:15]=1, predict the reaction product. (4) Given the reactants [CH2:1]([O:8][C:9]1[CH:14]=[C:13]([Br:15])[CH:12]=[CH:11][C:10]=1[N+:16]([O-])=O)[C:2]1[CH:7]=[CH:6][CH:5]=[CH:4][CH:3]=1.[Cl-].[NH4+].O, predict the reaction product. The product is: [CH2:1]([O:8][C:9]1[CH:14]=[C:13]([Br:15])[CH:12]=[CH:11][C:10]=1[NH2:16])[C:2]1[CH:3]=[CH:4][CH:5]=[CH:6][CH:7]=1. (5) Given the reactants [N:1]1[C:5]2[CH:6]=[CH:7][CH:8]=[CH:9][C:4]=2[NH:3][CH:2]=1.Br[C:11]1[O:15][C:14]([CH:16]=[O:17])=[CH:13][CH:12]=1.C(=O)([O-])[O-].[Cs+].[Cs+], predict the reaction product. The product is: [N:1]1([C:11]2[O:15][C:14]([CH2:16][OH:17])=[CH:13][CH:12]=2)[C:5]2[CH:6]=[CH:7][CH:8]=[CH:9][C:4]=2[N:3]=[CH:2]1. (6) Given the reactants [C:1]([O:5][C:6]([N:8]1[CH2:13][CH2:12][CH:11]([N:14]([CH:25]2[CH2:30][CH2:29][CH:28]([CH3:31])[CH2:27][CH2:26]2)[C:15]([NH:17][C:18]2[S:19][C:20]([CH:23]=O)=[CH:21][N:22]=2)=[O:16])[CH2:10][CH2:9]1)=[O:7])([CH3:4])([CH3:3])[CH3:2].Cl.[CH3:33][N:34]([CH3:44])[S:35]([N:38]1[CH2:43][CH2:42][NH:41][CH2:40][CH2:39]1)(=[O:37])=[O:36].C(N(CC)CC)C.C(O[BH-](OC(=O)C)OC(=O)C)(=O)C.[Na+], predict the reaction product. The product is: [C:1]([O:5][C:6]([N:8]1[CH2:13][CH2:12][CH:11]([N:14]([CH:25]2[CH2:30][CH2:29][CH:28]([CH3:31])[CH2:27][CH2:26]2)[C:15]([NH:17][C:18]2[S:19][C:20]([CH2:23][N:41]3[CH2:42][CH2:43][N:38]([S:35](=[O:36])(=[O:37])[N:34]([CH3:33])[CH3:44])[CH2:39][CH2:40]3)=[CH:21][N:22]=2)=[O:16])[CH2:10][CH2:9]1)=[O:7])([CH3:2])([CH3:3])[CH3:4].